From a dataset of NCI-60 drug combinations with 297,098 pairs across 59 cell lines. Regression. Given two drug SMILES strings and cell line genomic features, predict the synergy score measuring deviation from expected non-interaction effect. (1) Drug 1: CCC1(CC2CC(C3=C(CCN(C2)C1)C4=CC=CC=C4N3)(C5=C(C=C6C(=C5)C78CCN9C7C(C=CC9)(C(C(C8N6C=O)(C(=O)OC)O)OC(=O)C)CC)OC)C(=O)OC)O.OS(=O)(=O)O. Drug 2: C1C(C(OC1N2C=NC3=C(N=C(N=C32)Cl)N)CO)O. Cell line: BT-549. Synergy scores: CSS=36.6, Synergy_ZIP=-5.33, Synergy_Bliss=-6.65, Synergy_Loewe=-4.09, Synergy_HSA=-1.22. (2) Drug 1: CS(=O)(=O)C1=CC(=C(C=C1)C(=O)NC2=CC(=C(C=C2)Cl)C3=CC=CC=N3)Cl. Drug 2: C1=C(C(=O)NC(=O)N1)F. Cell line: NCI/ADR-RES. Synergy scores: CSS=28.2, Synergy_ZIP=-9.55, Synergy_Bliss=-10.8, Synergy_Loewe=-10.5, Synergy_HSA=-7.33. (3) Drug 1: C1=CC(=CC=C1CCCC(=O)O)N(CCCl)CCCl. Drug 2: CCN(CC)CCCC(C)NC1=C2C=C(C=CC2=NC3=C1C=CC(=C3)Cl)OC. Cell line: LOX IMVI. Synergy scores: CSS=36.6, Synergy_ZIP=-15.3, Synergy_Bliss=-11.0, Synergy_Loewe=-8.77, Synergy_HSA=-7.96. (4) Synergy scores: CSS=5.37, Synergy_ZIP=-1.93, Synergy_Bliss=1.83, Synergy_Loewe=-2.45, Synergy_HSA=-1.76. Drug 1: C1=NC2=C(N=C(N=C2N1C3C(C(C(O3)CO)O)F)Cl)N. Drug 2: CS(=O)(=O)CCNCC1=CC=C(O1)C2=CC3=C(C=C2)N=CN=C3NC4=CC(=C(C=C4)OCC5=CC(=CC=C5)F)Cl. Cell line: IGROV1. (5) Drug 1: C1C(C(OC1N2C=NC(=NC2=O)N)CO)O. Drug 2: CC1C(C(CC(O1)OC2CC(CC3=C2C(=C4C(=C3O)C(=O)C5=CC=CC=C5C4=O)O)(C(=O)C)O)N)O. Cell line: A549. Synergy scores: CSS=58.3, Synergy_ZIP=-3.00, Synergy_Bliss=-2.26, Synergy_Loewe=0.0297, Synergy_HSA=0.693. (6) Drug 1: CCC1(CC2CC(C3=C(CCN(C2)C1)C4=CC=CC=C4N3)(C5=C(C=C6C(=C5)C78CCN9C7C(C=CC9)(C(C(C8N6C)(C(=O)OC)O)OC(=O)C)CC)OC)C(=O)OC)O.OS(=O)(=O)O. Drug 2: CC(C)NC(=O)C1=CC=C(C=C1)CNNC.Cl. Cell line: U251. Synergy scores: CSS=-0.900, Synergy_ZIP=1.64, Synergy_Bliss=-0.337, Synergy_Loewe=-0.519, Synergy_HSA=-3.37.